From a dataset of Catalyst prediction with 721,799 reactions and 888 catalyst types from USPTO. Predict which catalyst facilitates the given reaction. (1) The catalyst class is: 515. Product: [NH2:1][C:4]1[CH:5]=[C:6]([CH2:10][C:11]([NH:13][C:14]2[S:15][CH:16]=[C:17]([C:19]3[C:27]4[C:22](=[N:23][CH:24]=[CH:25][CH:26]=4)[NH:21][CH:20]=3)[N:18]=2)=[O:12])[CH:7]=[CH:8][CH:9]=1. Reactant: [N+:1]([C:4]1[CH:5]=[C:6]([CH2:10][C:11]([NH:13][C:14]2[S:15][CH:16]=[C:17]([C:19]3[C:27]4[C:22](=[N:23][CH:24]=[CH:25][CH:26]=4)[NH:21][CH:20]=3)[N:18]=2)=[O:12])[CH:7]=[CH:8][CH:9]=1)([O-])=O.C([O-])=O.[NH4+]. (2) The catalyst class is: 15. Reactant: [N:1]1([C:6]2[CH:7]=[C:8]([CH:11]=[CH:12][C:13]=2[O:14][CH2:15][CH:16]([CH3:18])[CH3:17])[C:9]#[N:10])[CH:5]=[CH:4][N:3]=[CH:2]1.C(O)(=[S:21])C. Product: [N:1]1([C:6]2[CH:7]=[C:8]([C:9](=[S:21])[NH2:10])[CH:11]=[CH:12][C:13]=2[O:14][CH2:15][CH:16]([CH3:18])[CH3:17])[CH:5]=[CH:4][N:3]=[CH:2]1. (3) Reactant: CO[C:3](=[O:13])[C:4]1[C:9]([I:10])=[CH:8][CH:7]=[CH:6][C:5]=1[CH2:11]Br.[F:14][C:15]1[CH:16]=[C:17]([CH2:21][CH2:22][CH2:23][NH2:24])[CH:18]=[CH:19][CH:20]=1.C([O-])([O-])=O.[K+].[K+].C(OCC)(=O)C. Product: [F:14][C:15]1[CH:16]=[C:17]([CH2:21][CH2:22][CH2:23][N:24]2[CH2:11][C:5]3[C:4](=[C:9]([I:10])[CH:8]=[CH:7][CH:6]=3)[C:3]2=[O:13])[CH:18]=[CH:19][CH:20]=1. The catalyst class is: 345. (4) Reactant: [C:1]1([S:7][C:8]2[CH:13]=[CH:12][C:11]([OH:14])=[CH:10][CH:9]=2)[CH:6]=[CH:5][CH:4]=[CH:3][CH:2]=1.[CH2:15]([O:17][CH:18]([O:21][CH2:22][CH3:23])[CH2:19]Br)[CH3:16].C([O-])([O-])=O.[K+].[K+]. Product: [CH2:15]([O:17][CH:18]([O:21][CH2:22][CH3:23])[CH2:19][O:14][C:11]1[CH:12]=[CH:13][C:8]([S:7][C:1]2[CH:2]=[CH:3][CH:4]=[CH:5][CH:6]=2)=[CH:9][CH:10]=1)[CH3:16]. The catalyst class is: 18. (5) Reactant: C([O:3][C:4]([CH:6]1[O:10][C:9](=[O:11])[N:8]([C:12]2[CH:17]=[CH:16][C:15]([N:18]3[CH:23]=[CH:22][C:21](=[O:24])[CH2:20][CH2:19]3)=[C:14]([F:25])[CH:13]=2)[CH2:7]1)=O)C.[CH3:26][NH2:27]. Product: [CH3:26][NH:27][C:4]([C@@H:6]1[O:10][C:9](=[O:11])[N:8]([C:12]2[CH:17]=[CH:16][C:15]([N:18]3[CH:23]=[CH:22][C:21](=[O:24])[CH2:20][CH2:19]3)=[C:14]([F:25])[CH:13]=2)[CH2:7]1)=[O:3]. The catalyst class is: 5. (6) Reactant: [S:1]1[C:5]2[CH:6]=[CH:7][CH:8]=[CH:9][C:4]=2[N:3]=[C:2]1[NH:10][C:11]([C:13]1[CH:14]=[CH:15][CH:16]=[C:17]2[C:22]=1[CH2:21][N:20](C(OC(C)(C)C)=O)[CH2:19][CH2:18]2)=[O:12].[ClH:30]. Product: [ClH:30].[ClH:30].[S:1]1[C:5]2[CH:6]=[CH:7][CH:8]=[CH:9][C:4]=2[N:3]=[C:2]1[NH:10][C:11]([C:13]1[CH:14]=[CH:15][CH:16]=[C:17]2[C:22]=1[CH2:21][NH:20][CH2:19][CH2:18]2)=[O:12]. The catalyst class is: 158. (7) Reactant: [C:1](Cl)(=[O:6])[C:2]([CH3:5])([CH3:4])[CH3:3].[CH2:8]([O:15][CH2:16][CH:17]([CH:19]1[O:24][C:23](=[O:25])[CH:22]([C:26]2[C:31]([CH3:32])=[CH:30][C:29]([CH3:33])=[CH:28][C:27]=2[CH3:34])[C:21](=[O:35])[CH2:20]1)[CH3:18])[C:9]1[CH:14]=[CH:13][CH:12]=[CH:11][CH:10]=1. Product: [C:1]([O:35][C:21]1[CH2:20][CH:19]([CH:17]([CH3:18])[CH2:16][O:15][CH2:8][C:9]2[CH:10]=[CH:11][CH:12]=[CH:13][CH:14]=2)[O:24][C:23](=[O:25])[C:22]=1[C:26]1[C:27]([CH3:34])=[CH:28][C:29]([CH3:33])=[CH:30][C:31]=1[CH3:32])(=[O:6])[C:2]([CH3:5])([CH3:4])[CH3:3]. The catalyst class is: 17. (8) Reactant: [NH2:1][N:2]1[C:7](=[O:8])[C:6]([C:9]2[NH:14][C:13]3[CH:15]=[CH:16][CH:17]=[CH:18][C:12]=3[S:11](=[O:20])(=[O:19])[N:10]=2)=[C:5]([OH:21])[C:4]2[S:22][CH:23]=[CH:24][C:3]1=2.[CH:25]1([C:28](=O)[CH3:29])[CH2:27][CH2:26]1. Product: [CH:25]1([C:28](=[N:1][N:2]2[C:7](=[O:8])[C:6]([C:9]3[NH:14][C:13]4[CH:15]=[CH:16][CH:17]=[CH:18][C:12]=4[S:11](=[O:20])(=[O:19])[N:10]=3)=[C:5]([OH:21])[C:4]3[S:22][CH:23]=[CH:24][C:3]2=3)[CH3:29])[CH2:27][CH2:26]1. The catalyst class is: 80.